From a dataset of Forward reaction prediction with 1.9M reactions from USPTO patents (1976-2016). Predict the product of the given reaction. (1) Given the reactants [C:1]([C:3]1[C:8]2[C:9]([C:12]3[S:13][CH:14]=[CH:15][CH:16]=3)=[N:10][O:11][C:7]=2[C:6]([OH:17])=[C:5]([C:18]([O:20]CC)=O)[N:4]=1)#[N:2].[NH2:23][CH2:24][C:25]([OH:27])=[O:26].C[O-].[Na+].Cl, predict the reaction product. The product is: [C:1]([C:3]1[C:8]2[C:9]([C:12]3[S:13][CH:14]=[CH:15][CH:16]=3)=[N:10][O:11][C:7]=2[C:6]([OH:17])=[C:5]([C:18]([NH:23][CH2:24][C:25]([OH:27])=[O:26])=[O:20])[N:4]=1)#[N:2]. (2) Given the reactants [CH2:1]([NH2:8])[C:2]1[CH:7]=[CH:6][CH:5]=[CH:4][CH:3]=1.[C:9](O)(=[O:11])[CH3:10], predict the reaction product. The product is: [C:9]([NH:8][CH2:1][C:2]1[CH:7]=[CH:6][CH:5]=[CH:4][CH:3]=1)(=[O:11])[CH3:10].